From a dataset of Full USPTO retrosynthesis dataset with 1.9M reactions from patents (1976-2016). Predict the reactants needed to synthesize the given product. (1) Given the product [S:8]1[CH:9]=[CH:10][N:11]=[C:7]1[C:19]([C@H:17]1[CH2:18][C@@H:16]1[C:14]([OH:15])=[O:13])=[O:20], predict the reactants needed to synthesize it. The reactants are: C([Li])CCC.Br[C:7]1[S:8][CH:9]=[CH:10][N:11]=1.C[O:13][C:14]([C@H:16]1[CH2:18][C@@H:17]1[C:19](O)=[O:20])=[O:15]. (2) Given the product [CH3:20][S:16]([C:4]1[CH:5]=[CH:6][C:7]([N+:9]([O-:11])=[O:10])=[CH:8][C:3]=1[O:2][CH3:1])(=[O:18])=[O:15], predict the reactants needed to synthesize it. The reactants are: [CH3:1][O:2][C:3]1[CH:8]=[C:7]([N+:9]([O-:11])=[O:10])[CH:6]=[CH:5][C:4]=1SC.O[O:15][S:16]([O-:18])=O.[K+].[CH3:20]O. (3) Given the product [N:24]1[CH:25]=[CH:26][CH:27]=[C:22]([CH2:21][NH:18][C:17]2[C:11]3[N:10]=[C:9]([C:5]4[CH:6]=[CH:7][CH:8]=[C:3]([C:2]([F:1])([F:19])[F:20])[CH:4]=4)[NH:13][C:12]=3[CH:14]=[CH:15][CH:16]=2)[CH:23]=1, predict the reactants needed to synthesize it. The reactants are: [F:1][C:2]([F:20])([F:19])[C:3]1[CH:4]=[C:5]([C:9]2[NH:13][C:12]3[CH:14]=[CH:15][CH:16]=[C:17]([NH2:18])[C:11]=3[N:10]=2)[CH:6]=[CH:7][CH:8]=1.[CH:21](=O)[C:22]1[CH:27]=[CH:26][CH:25]=[N:24][CH:23]=1.[BH-](OC(C)=O)(OC(C)=O)OC(C)=O.[Na+].N#N.C([O-])(O)=O.[Na+]. (4) Given the product [CH3:40][S:37]([C:33]1[CH:32]=[C:31]([NH:30][C:29]([NH:1][C:2]2[CH:21]=[CH:20][C:5]([O:6][C:7]3[CH:8]=[C:9]([NH:13][C:14]4[CH:19]=[CH:18][CH:17]=[CH:16][CH:15]=4)[N:10]=[CH:11][N:12]=3)=[CH:4][CH:3]=2)=[O:28])[CH:36]=[CH:35][CH:34]=1)(=[O:38])=[O:39], predict the reactants needed to synthesize it. The reactants are: [NH2:1][C:2]1[CH:21]=[CH:20][C:5]([O:6][C:7]2[N:12]=[CH:11][N:10]=[C:9]([NH:13][C:14]3[CH:19]=[CH:18][CH:17]=[CH:16][CH:15]=3)[CH:8]=2)=[CH:4][CH:3]=1.C1([O:28][C:29](=O)[NH:30][C:31]2[CH:36]=[CH:35][CH:34]=[C:33]([S:37]([CH3:40])(=[O:39])=[O:38])[CH:32]=2)C=CC=CC=1.O. (5) The reactants are: [F:1][C:2]1[CH:7]=[CH:6][C:5]([CH3:8])=[CH:4][C:3]=1[S:9](Cl)(=[O:11])=[O:10].C([N:15](CC)CC)C.[NH2:20][C@@H:21]1[CH2:25][CH2:24][N:23]([C:26](OC(C)(C)C)=O)[CH2:22]1.CCN(C(C)C)C(C)C.BrC#N. Given the product [C:26]([N:23]1[CH2:24][CH2:25][C@@H:21]([NH:20][S:9]([C:3]2[CH:4]=[C:5]([CH3:8])[CH:6]=[CH:7][C:2]=2[F:1])(=[O:11])=[O:10])[CH2:22]1)#[N:15], predict the reactants needed to synthesize it. (6) The reactants are: [C:1]([NH:9][C:10]1[CH:11]=[C:12]([CH:16]=[CH:17][N:18]=1)[C:13]([OH:15])=O)(=[O:8])[C:2]1[CH:7]=[CH:6][CH:5]=[CH:4][CH:3]=1.C(Cl)(=O)C(Cl)=O.[C:25]([NH:33][NH2:34])(=[O:32])[C:26]1[CH:31]=[CH:30][CH:29]=[CH:28][CH:27]=1.N1C=CC=CC=1. Given the product [C:25]([NH:33][NH:34][C:13]([C:12]1[CH:16]=[CH:17][N:18]=[C:10]([NH:9][C:1](=[O:8])[C:2]2[CH:3]=[CH:4][CH:5]=[CH:6][CH:7]=2)[CH:11]=1)=[O:15])(=[O:32])[C:26]1[CH:31]=[CH:30][CH:29]=[CH:28][CH:27]=1, predict the reactants needed to synthesize it. (7) Given the product [CH2:1]([O:4][C:5]1[CH:10]=[C:9]([CH3:11])[CH:8]=[CH:7][C:6]=1[C:12](=[O:16])[CH2:13][C:14]#[N:15])[CH:2]=[CH2:3], predict the reactants needed to synthesize it. The reactants are: [CH2:1]([O:4][C:5]1[CH:10]=[C:9]([CH3:11])[CH:8]=[CH:7][C:6]=1[C:12]1[O:16][N:15]=[CH:14][CH:13]=1)[CH:2]=[CH2:3].[O-]CC.[Na+].Cl. (8) The reactants are: [NH2:1][C@@:2]([C:8]1[C:13]([F:14])=[C:12]([Si:15]([CH2:20][CH3:21])([CH2:18][CH3:19])[CH2:16][CH3:17])[CH:11]=[C:10]([Br:22])[N:9]=1)([CH:5]([F:7])[F:6])[CH2:3][OH:4].C(=O)([O-])[O-].[Na+].[Na+].[Cl:29][CH2:30][C:31](Cl)=[O:32]. Given the product [Br:22][C:10]1[N:9]=[C:8]([C@@:2]([NH:1][C:31](=[O:32])[CH2:30][Cl:29])([CH2:3][OH:4])[CH:5]([F:6])[F:7])[C:13]([F:14])=[C:12]([Si:15]([CH2:20][CH3:21])([CH2:18][CH3:19])[CH2:16][CH3:17])[CH:11]=1, predict the reactants needed to synthesize it. (9) Given the product [C:1]([NH:4][C:5]1[S:6][C:7]([S:11]([NH:15][C:16]2[CH:17]=[C:18]([CH:28]=[CH:29][C:30]=2[O:31][CH3:32])[C:19]([NH:21][C:22]2[CH:27]=[CH:26][CH:25]=[CH:24][CH:23]=2)=[O:20])(=[O:13])=[O:12])=[C:8]([CH3:10])[N:9]=1)(=[O:3])[CH3:2], predict the reactants needed to synthesize it. The reactants are: [C:1]([NH:4][C:5]1[S:6][C:7]([S:11](Cl)(=[O:13])=[O:12])=[C:8]([CH3:10])[N:9]=1)(=[O:3])[CH3:2].[NH2:15][C:16]1[CH:17]=[C:18]([CH:28]=[CH:29][C:30]=1[O:31][CH3:32])[C:19]([NH:21][C:22]1[CH:27]=[CH:26][CH:25]=[CH:24][CH:23]=1)=[O:20].